Dataset: Forward reaction prediction with 1.9M reactions from USPTO patents (1976-2016). Task: Predict the product of the given reaction. (1) Given the reactants [I:1][C:2]1[CH:3]=[C:4]([OH:8])[CH:5]=[CH:6][CH:7]=1.[I:9][C:10]1[CH:15]=[CH:14][CH:13]=[C:12](I)[CH:11]=1.P([O-])([O-])([O-])=O.[K+].[K+].[K+].N1C=CC=CC=1C(O)=O, predict the reaction product. The product is: [O:8]([C:12]1[CH:11]=[C:10]([I:9])[CH:15]=[CH:14][CH:13]=1)[C:4]1[CH:3]=[C:2]([I:1])[CH:7]=[CH:6][CH:5]=1. (2) Given the reactants [C:1]([O:5][C:6]([N:8]1[CH2:16][C:15]2[C:10](=[CH:11][CH:12]=[C:13](I)[CH:14]=2)[CH2:9]1)=[O:7])([CH3:4])([CH3:3])[CH3:2].[CH2:18]([OH:20])[CH3:19], predict the reaction product. The product is: [C:1]([O:5][C:6]([N:8]1[CH2:16][C:15]2[C:10](=[CH:11][CH:12]=[C:13]([O:20][CH2:18][CH3:19])[CH:14]=2)[CH2:9]1)=[O:7])([CH3:4])([CH3:3])[CH3:2]. (3) Given the reactants [CH3:1][N:2]1[C:6]([C:7](Cl)=[O:8])=[CH:5][C:4]([CH3:10])=[N:3]1.[NH2:11][C:12]1[CH:13]=[C:14]([CH:31]=[CH:32][C:33]=1[Cl:34])[O:15][C:16]1[CH:17]=[CH:18][C:19]2[N:20]([N:22]=[C:23]([NH:25][C:26]([CH:28]3[CH2:30][CH2:29]3)=[O:27])[N:24]=2)[CH:21]=1, predict the reaction product. The product is: [Cl:34][C:33]1[CH:32]=[CH:31][C:14]([O:15][C:16]2[CH:17]=[CH:18][C:19]3[N:20]([N:22]=[C:23]([NH:25][C:26]([CH:28]4[CH2:30][CH2:29]4)=[O:27])[N:24]=3)[CH:21]=2)=[CH:13][C:12]=1[NH:11][C:7]([C:6]1[N:2]([CH3:1])[N:3]=[C:4]([CH3:10])[CH:5]=1)=[O:8]. (4) Given the reactants [C:1]1([NH:7][C:8](=[O:11])[NH:9][NH2:10])[CH:6]=[CH:5][CH:4]=[CH:3][CH:2]=1.[O:12]=[C:13]1[C:21](=O)[C:20]2[C:15](=[CH:16][CH:17]=[C:18]([S:23][CH2:24][CH2:25][C:26]3[CH:34]=[CH:33][C:29]([C:30]([OH:32])=[O:31])=[CH:28][CH:27]=3)[CH:19]=2)[N:14]1[CH3:35], predict the reaction product. The product is: [NH:7]([C:8]([NH:9][N:10]=[C:21]1[C:20]2[C:15](=[CH:16][CH:17]=[C:18]([S:23][CH2:24][CH2:25][C:26]3[CH:27]=[CH:28][C:29]([C:30]([OH:32])=[O:31])=[CH:33][CH:34]=3)[CH:19]=2)[N:14]([CH3:35])[C:13]1=[O:12])=[O:11])[C:1]1[CH:2]=[CH:3][CH:4]=[CH:5][CH:6]=1.